From a dataset of Full USPTO retrosynthesis dataset with 1.9M reactions from patents (1976-2016). Predict the reactants needed to synthesize the given product. (1) Given the product [CH3:1][O:2][C:3]1[CH:8]=[C:7]([O:9][CH3:10])[C:6]([O:11][CH3:12])=[CH:5][C:4]=1[NH2:13], predict the reactants needed to synthesize it. The reactants are: [CH3:1][O:2][C:3]1[CH:8]=[C:7]([O:9][CH3:10])[C:6]([O:11][CH3:12])=[CH:5][C:4]=1[N+:13]([O-])=O. (2) Given the product [C:1]([O:5][C:6]([NH:8][C@H:9]1[CH2:10][CH2:11][C@H:12]([NH:15][C:16]2[C:21]([CH3:22])=[C:20]([N:23]([O:35][C:36]([CH3:37])([CH3:38])[CH3:39])[C:24]([C:26]3[CH:27]=[CH:28][C:29]([O:32][CH2:33][CH3:34])=[CH:30][CH:31]=3)=[O:25])[N:19]3[N:40]=[CH:41][C:42]([C:43]([OH:45])=[O:44])=[C:18]3[N:17]=2)[CH2:13][CH2:14]1)=[O:7])([CH3:2])([CH3:3])[CH3:4], predict the reactants needed to synthesize it. The reactants are: [C:1]([O:5][C:6]([NH:8][C@H:9]1[CH2:14][CH2:13][C@H:12]([NH:15][C:16]2[C:21]([CH3:22])=[C:20]([N:23]([O:35][C:36]([CH3:39])([CH3:38])[CH3:37])[C:24]([C:26]3[CH:31]=[CH:30][C:29]([O:32][CH2:33][CH3:34])=[CH:28][CH:27]=3)=[O:25])[N:19]3[N:40]=[CH:41][C:42]([C:43]([O:45]CC)=[O:44])=[C:18]3[N:17]=2)[CH2:11][CH2:10]1)=[O:7])([CH3:4])([CH3:3])[CH3:2].[OH-].[Na+].Cl.